This data is from Forward reaction prediction with 1.9M reactions from USPTO patents (1976-2016). The task is: Predict the product of the given reaction. (1) The product is: [Cl:1][C:2]1[CH:3]=[C:4]([CH2:8][CH2:9][NH:10][C:11]([C:13]2[N:14]=[C:15]([CH2:18][NH:19][C:43](=[O:44])[CH2:42][O:41][C:40]3[CH:46]=[CH:47][C:37]([CH:34]([CH3:35])[CH3:36])=[CH:38][CH:39]=3)[S:16][CH:17]=2)=[O:12])[CH:5]=[CH:6][CH:7]=1. Given the reactants [Cl:1][C:2]1[CH:3]=[C:4]([CH2:8][CH2:9][NH:10][C:11]([C:13]2[N:14]=[C:15]([CH2:18][NH2:19])[S:16][CH:17]=2)=[O:12])[CH:5]=[CH:6][CH:7]=1.C(Cl)CCl.C1C=CC2N(O)N=NC=2C=1.[CH:34]([C:37]1[CH:47]=[CH:46][C:40]([O:41][CH2:42][C:43](O)=[O:44])=[CH:39][CH:38]=1)([CH3:36])[CH3:35], predict the reaction product. (2) The product is: [CH3:13][O:14][C:15]1[CH:20]=[CH:19][C:18]([C:2]2[CH:3]=[CH:4][CH:5]=[C:6]3[C:10]=2[C:9](=[O:11])[CH:8]([CH3:12])[CH2:7]3)=[CH:17][CH:16]=1. Given the reactants Cl[C:2]1[CH:3]=[CH:4][CH:5]=[C:6]2[C:10]=1[C:9](=[O:11])[CH:8]([CH3:12])[CH2:7]2.[CH3:13][O:14][C:15]1[CH:20]=[CH:19][C:18](B(O)O)=[CH:17][CH:16]=1.C(=O)([O-])[O-].[Na+].[Na+].O, predict the reaction product. (3) Given the reactants Cl[CH2:2][C:3]1[CH:8]=[CH:7][C:6]([C:9]2[C:10]([C:28]([F:31])([F:30])[F:29])=[C:11]([CH2:15][O:16][CH:17]3[CH2:20][N:19]([C:21]([NH:23][C:24]([CH3:27])([CH3:26])[CH3:25])=[O:22])[CH2:18]3)[CH:12]=[CH:13][CH:14]=2)=[CH:5][CH:4]=1.[NH:32]1[CH2:37][CH2:36][O:35][CH2:34][CH2:33]1, predict the reaction product. The product is: [N:32]1([CH2:2][C:3]2[CH:8]=[CH:7][C:6]([C:9]3[C:10]([C:28]([F:31])([F:30])[F:29])=[C:11]([CH2:15][O:16][CH:17]4[CH2:20][N:19]([C:21]([NH:23][C:24]([CH3:27])([CH3:26])[CH3:25])=[O:22])[CH2:18]4)[CH:12]=[CH:13][CH:14]=3)=[CH:5][CH:4]=2)[CH2:37][CH2:36][O:35][CH2:34][CH2:33]1. (4) Given the reactants [Cl:1][C:2]1[CH:3]=[C:4]2[C:9](=[CH:10][C:11]=1F)[O:8][CH:7]([C:13]([F:16])([F:15])[F:14])[C:6]([C:17]([O:19][CH2:20][CH3:21])=[O:18])=[CH:5]2.[CH2:22]([NH2:27])[CH2:23][CH:24]([CH3:26])[CH3:25].C([O-])([O-])=O.[K+].[K+], predict the reaction product. The product is: [Cl:1][C:2]1[CH:3]=[C:4]2[C:9](=[CH:10][C:11]=1[NH:27][CH2:22][CH2:23][CH:24]([CH3:26])[CH3:25])[O:8][CH:7]([C:13]([F:16])([F:15])[F:14])[C:6]([C:17]([O:19][CH2:20][CH3:21])=[O:18])=[CH:5]2.